This data is from NCI-60 drug combinations with 297,098 pairs across 59 cell lines. The task is: Regression. Given two drug SMILES strings and cell line genomic features, predict the synergy score measuring deviation from expected non-interaction effect. Cell line: PC-3. Synergy scores: CSS=-1.14, Synergy_ZIP=-1.58, Synergy_Bliss=-4.80, Synergy_Loewe=-6.40, Synergy_HSA=-6.37. Drug 1: C1CCC(C1)C(CC#N)N2C=C(C=N2)C3=C4C=CNC4=NC=N3. Drug 2: C1CC(=O)NC(=O)C1N2CC3=C(C2=O)C=CC=C3N.